Dataset: NCI-60 drug combinations with 297,098 pairs across 59 cell lines. Task: Regression. Given two drug SMILES strings and cell line genomic features, predict the synergy score measuring deviation from expected non-interaction effect. Drug 1: CC1=C(C=C(C=C1)NC2=NC=CC(=N2)N(C)C3=CC4=NN(C(=C4C=C3)C)C)S(=O)(=O)N.Cl. Drug 2: CC1C(C(CC(O1)OC2CC(CC3=C2C(=C4C(=C3O)C(=O)C5=C(C4=O)C(=CC=C5)OC)O)(C(=O)C)O)N)O.Cl. Cell line: OVCAR3. Synergy scores: CSS=25.1, Synergy_ZIP=1.66, Synergy_Bliss=4.72, Synergy_Loewe=-21.4, Synergy_HSA=3.27.